Dataset: Full USPTO retrosynthesis dataset with 1.9M reactions from patents (1976-2016). Task: Predict the reactants needed to synthesize the given product. (1) Given the product [NH2:1][C:2]1[C:11]2=[CH:12][N:13]([CH:15]3[O:40][Si:35]([C:36]([CH3:39])([CH3:38])[CH3:37])([C:32]([CH3:33])([CH3:31])[CH3:34])[O:22][CH:18]4[C:17]([OH:16])([CH3:56])[CH2:23][O:24][CH:19]34)[N:28]=[C:29]3[C:10]2=[C:4]([C:5](=[O:25])[NH:6][N:26]=[CH:30]3)[CH:3]=1, predict the reactants needed to synthesize it. The reactants are: [NH2:1][C:2]1[C:11]2=[CH:12][N:13]([CH:15]3[C:19](O)(C)[CH:18]([OH:22])[CH:17]([CH2:23][OH:24])[O:16]3)N=C3[C:10]2=[C:4]([C:5](=[O:25])[NH:6]N=C3)[CH:3]=1.[NH:26]1[CH:30]=[CH:29][N:28]=C1.[CH3:31][C:32]([Si:35](OS(C(F)(F)F)(=O)=O)([O:40]S(C(F)(F)F)(=O)=O)[C:36]([CH3:39])([CH3:38])[CH3:37])([CH3:34])[CH3:33].[CH3:56]N(C=O)C. (2) Given the product [ClH:34].[CH2:1]([N:8]1[CH2:12][CH2:11][C@@H:10]([NH:13][C:14]2[CH:15]=[CH:16][C:17](/[CH:20]=[CH:21]/[C:22]([NH:24][OH:25])=[O:23])=[CH:18][CH:19]=2)[CH2:9]1)[C:2]1[CH:7]=[CH:6][CH:5]=[CH:4][CH:3]=1, predict the reactants needed to synthesize it. The reactants are: [CH2:1]([N:8]1[CH2:12][CH2:11][C@@H:10]([NH:13][C:14]2[CH:19]=[CH:18][C:17](/[CH:20]=[CH:21]/[C:22]([NH:24][O:25]C3CCCCO3)=[O:23])=[CH:16][CH:15]=2)[CH2:9]1)[C:2]1[CH:7]=[CH:6][CH:5]=[CH:4][CH:3]=1.CO.[ClH:34].CC#N. (3) Given the product [Cl:13][C:14]1[CH:23]=[N:22][C:21]2[C:20]([N:24]3[CH2:29][CH2:28][O:27][CH2:26][CH2:25]3)=[N:19][C:18]([C:30]3[CH:36]=[CH:35][C:33]([NH:34][C:55]([NH:54][C:51]4[CH:50]=[CH:49][C:5]([O:6][CH3:7])=[CH:53][CH:52]=4)=[O:56])=[CH:32][CH:31]=3)=[N:17][C:16]=2[CH:15]=1, predict the reactants needed to synthesize it. The reactants are: ClC(Cl)(O[C:5](=O)[O:6][C:7](Cl)(Cl)Cl)Cl.[Cl:13][C:14]1[CH:23]=[N:22][C:21]2[C:20]([N:24]3[CH2:29][CH2:28][O:27][CH2:26][CH2:25]3)=[N:19][C:18]([C:30]3[CH:36]=[CH:35][C:33]([NH2:34])=[CH:32][CH:31]=3)=[N:17][C:16]=2[CH:15]=1.C(N(CC)C(C)C)(C)C.OCC1[CH:53]=[CH:52][C:51]([NH2:54])=[CH:50][CH:49]=1.[C:55]([O-])(O)=[O:56].[Na+]. (4) Given the product [F:36][C:37]1[CH:38]=[CH:39][C:40]([CH:43]2[CH2:47][CH2:46][CH2:45][N:44]2[C:33](=[O:35])[CH2:32][N:15]2[CH2:16][CH2:17][CH2:18][C:19]([C:20]3[CH:25]=[CH:24][CH:23]=[CH:22][CH:21]=3)([C:26]3[CH:31]=[CH:30][CH:29]=[CH:28][CH:27]=3)[C:14]2=[O:13])=[CH:41][CH:42]=1, predict the reactants needed to synthesize it. The reactants are: Cl.C(N=C=NCCCN(C)C)C.[O:13]=[C:14]1[C:19]([C:26]2[CH:31]=[CH:30][CH:29]=[CH:28][CH:27]=2)([C:20]2[CH:25]=[CH:24][CH:23]=[CH:22][CH:21]=2)[CH2:18][CH2:17][CH2:16][N:15]1[CH2:32][C:33]([OH:35])=O.[F:36][C:37]1[CH:42]=[CH:41][C:40]([CH:43]2[CH2:47][CH2:46][CH2:45][NH:44]2)=[CH:39][CH:38]=1. (5) Given the product [C:50]([C:31]1[CH:36]=[CH:35][C:34]([F:37])=[CH:33][C:32]=1[C:14]1[CH:15]=[CH:16][CH:17]=[CH:18][C:13]=1[N:12]([CH2:22][O:23][CH2:24][CH2:25][Si:26]([CH3:29])([CH3:28])[CH3:27])[S:9]([C:6]1[CH:7]=[CH:8][C:3]([O:2][CH3:1])=[CH:4][CH:5]=1)(=[O:11])=[O:10])(=[O:51])[CH3:47], predict the reactants needed to synthesize it. The reactants are: [CH3:1][O:2][C:3]1[CH:8]=[CH:7][C:6]([S:9]([N:12]([CH2:22][O:23][CH2:24][CH2:25][Si:26]([CH3:29])([CH3:28])[CH3:27])[C:13]2[CH:18]=[CH:17][CH:16]=[CH:15][C:14]=2B(O)O)(=[O:11])=[O:10])=[CH:5][CH:4]=1.Br[C:31]1[CH:36]=[CH:35][C:34]([F:37])=[CH:33][C:32]=1C(=O)C.C(=O)([O-])[O-].[Na+].[Na+].[CH2:47]([CH2:50][O:51]C)OC.